Task: Predict the product of the given reaction.. Dataset: Forward reaction prediction with 1.9M reactions from USPTO patents (1976-2016) (1) Given the reactants [CH2:1]([O:3][C:4](=[O:15])[C:5]1[CH:10]=[CH:9][C:8]([N+:11]([O-:13])=[O:12])=[C:7](F)[CH:6]=1)[CH3:2].[CH3:16][NH2:17], predict the reaction product. The product is: [CH2:1]([O:3][C:4](=[O:15])[C:5]1[CH:10]=[CH:9][C:8]([N+:11]([O-:13])=[O:12])=[C:7]([NH:17][CH3:16])[CH:6]=1)[CH3:2]. (2) Given the reactants [H-].[H-].[H-].[H-].[Li+].[Al+3].[CH3:7][C:8]1[CH:9]=[C:10]([CH:14]=[CH:15][C:16]=1[C:17]1[CH:18]=[C:19]([CH3:23])[CH:20]=[CH:21][CH:22]=1)[C:11](O)=[O:12].O.[OH-].[K+], predict the reaction product. The product is: [CH3:7][C:8]1[CH:9]=[C:10]([CH2:11][OH:12])[CH:14]=[CH:15][C:16]=1[C:17]1[CH:18]=[C:19]([CH3:23])[CH:20]=[CH:21][CH:22]=1. (3) Given the reactants [CH2:1]([O:3][P:4]([CH2:9][C:10]1[CH:15]=[CH:14][C:13]([N+:16]([O-])=O)=[C:12]([O:19][CH3:20])[N:11]=1)(=[O:8])[O:5][CH2:6][CH3:7])[CH3:2].[H][H], predict the reaction product. The product is: [CH2:1]([O:3][P:4]([CH2:9][C:10]1[CH:15]=[CH:14][C:13]([NH2:16])=[C:12]([O:19][CH3:20])[N:11]=1)(=[O:8])[O:5][CH2:6][CH3:7])[CH3:2].